Dataset: Catalyst prediction with 721,799 reactions and 888 catalyst types from USPTO. Task: Predict which catalyst facilitates the given reaction. (1) Product: [CH3:18][Si:17]([CH3:19])([CH3:20])[O:16][C:3]1([C:22]([O:23][CH3:29])=[O:25])[CH2:8][CH2:7][CH2:6][NH:5][CH2:4]1. Reactant: C([C:3]1([O:16][Si:17]([CH3:20])([CH3:19])[CH3:18])[CH2:8][CH2:7][CH2:6][N:5](C(OC(C)(C)C)=O)[CH2:4]1)#N.Cl.[C:22](=[O:25])([O-])[O-:23].[Cs+].[Cs+].[Si](Cl)(C)(C)[CH3:29]. The catalyst class is: 5. (2) Reactant: C1(P(N=[N+]=[N-])(C2C=CC=CC=2)=O)C=CC=CC=1.C([N:20]([CH2:23]C)CC)C.[Br:25][C:26]1[C:27]([CH:35]([S:44]([C:47]2[CH:52]=[CH:51][C:50]([Cl:53])=[CH:49][CH:48]=2)(=[O:46])=[O:45])[C:36]2[CH:41]=[C:40]([F:42])[CH:39]=[CH:38][C:37]=2[F:43])=[CH:28][C:29](C(O)=O)=[N:30][CH:31]=1.C(OCC)(=[O:56])C.[C:60]([OH:64])([CH3:63])([CH3:62])[CH3:61]. Product: [C:60]([O:64][C:23](=[O:56])[NH:20][C:29]1[CH:28]=[C:27]([CH:35]([S:44]([C:47]2[CH:48]=[CH:49][C:50]([Cl:53])=[CH:51][CH:52]=2)(=[O:45])=[O:46])[C:36]2[CH:41]=[C:40]([F:42])[CH:39]=[CH:38][C:37]=2[F:43])[C:26]([Br:25])=[CH:31][N:30]=1)([CH3:63])([CH3:62])[CH3:61]. The catalyst class is: 345. (3) Reactant: C[C:2]1[CH:11]=[CH:10][C:9]2[C:4](=[C:5](O)[CH:6]=[CH:7][CH:8]=2)[N:3]=1.C([O-])([O-])=O.[K+].[K+]. Product: [N:3]1[C:4]2[C:9](=[CH:8][CH:7]=[CH:6][CH:5]=2)[CH:10]=[CH:11][CH:2]=1. The catalyst class is: 10. (4) Reactant: OC(C(F)(F)F)=O.[NH2:8][C:9]1[N:14]=[CH:13][N:12]=[C:11]2[N:15]([CH2:26][CH2:27][NH:28][CH2:29][C:30]3[CH:35]=[CH:34][CH:33]=[CH:32][CH:31]=3)[N:16]=[C:17]([C:18]3[CH:19]=[C:20]([OH:25])[CH:21]=[C:22]([F:24])[CH:23]=3)[C:10]=12.C(N(CC)CC)C.[CH:43]1([C:46](Cl)=[O:47])[CH2:45][CH2:44]1. Product: [NH2:8][C:9]1[N:14]=[CH:13][N:12]=[C:11]2[N:15]([CH2:26][CH2:27][N:28]([CH2:29][C:30]3[CH:35]=[CH:34][CH:33]=[CH:32][CH:31]=3)[C:46]([CH:43]3[CH2:45][CH2:44]3)=[O:47])[N:16]=[C:17]([C:18]3[CH:19]=[C:20]([OH:25])[CH:21]=[C:22]([F:24])[CH:23]=3)[C:10]=12. The catalyst class is: 606. (5) Reactant: C(OC([N:8]1[CH2:13][CH2:12][N:11]([C:14]2[C:15]3[C:36]([O:37][CH3:38])=[CH:35][N:34]=[CH:33][C:16]=3[N:17]=[C:18]([C:20]3[CH:25]=[CH:24][N:23]=[C:22]([NH:26][C:27]4[CH:32]=[CH:31][CH:30]=[CH:29][CH:28]=4)[CH:21]=3)[N:19]=2)[CH2:10][CH2:9]1)=O)(C)(C)C.C(O)(C(F)(F)F)=O. Product: [CH3:38][O:37][C:36]1[C:15]2[C:14]([N:11]3[CH2:10][CH2:9][NH:8][CH2:13][CH2:12]3)=[N:19][C:18]([C:20]3[CH:25]=[CH:24][N:23]=[C:22]([NH:26][C:27]4[CH:28]=[CH:29][CH:30]=[CH:31][CH:32]=4)[CH:21]=3)=[N:17][C:16]=2[CH:33]=[N:34][CH:35]=1. The catalyst class is: 2.